The task is: Predict the reactants needed to synthesize the given product.. This data is from Full USPTO retrosynthesis dataset with 1.9M reactions from patents (1976-2016). (1) Given the product [Br:1][C:2]1[C:11]([F:12])=[CH:10][CH:9]=[C:8]2[C:3]=1[CH2:4][CH2:5][N:6]1[C:17](=[O:27])[CH2:18][NH:19][C:20](=[O:21])[CH:13]=[C:7]12, predict the reactants needed to synthesize it. The reactants are: [Br:1][C:2]1[C:11]([F:12])=[CH:10][CH:9]=[C:8]2[C:3]=1[CH2:4][CH2:5][N:6]([C:17](=[O:27])[CH2:18][NH:19][C:20](OC(C)(C)C)=[O:21])[CH:7]2[CH2:13]C(O)=O.BrC1C(F)=CC=C2C=1CCN(C(=O)CNC(OC(C)(C)C)=O)C2CC(OC)=O.[OH-].[Na+]. (2) Given the product [CH3:8][C:7]1[C:2]([B:20]2[O:21][C:22]([CH3:24])([CH3:23])[C:18]([CH3:25])([CH3:17])[O:19]2)=[C:3]([NH2:9])[CH:4]=[CH:5][CH:6]=1, predict the reactants needed to synthesize it. The reactants are: Br[C:2]1[C:7]([CH3:8])=[CH:6][CH:5]=[CH:4][C:3]=1[NH2:9].CCN(CC)CC.[CH3:17][C:18]1([CH3:25])[C:22]([CH3:24])([CH3:23])[O:21][BH:20][O:19]1. (3) Given the product [ClH:1].[CH3:19][O:20][C:21]1[CH:30]=[CH:29][C:24]([O:25][CH2:26][CH2:27][NH:28][C:2]2[N:9]=[C:8]([NH:10][C:11]3[CH:15]=[C:14]([CH3:16])[NH:13][N:12]=3)[CH:7]=[C:6]([CH3:17])[C:3]=2[C:4]#[N:5])=[CH:23][CH:22]=1, predict the reactants needed to synthesize it. The reactants are: [Cl:1][C:2]1[N:9]=[C:8]([NH:10][C:11]2[CH:15]=[C:14]([CH3:16])[NH:13][N:12]=2)[CH:7]=[C:6]([CH3:17])[C:3]=1[C:4]#[N:5].Cl.[CH3:19][O:20][C:21]1[CH:30]=[CH:29][C:24]([O:25][CH2:26][CH2:27][NH2:28])=[CH:23][CH:22]=1.C(=O)([O-])O.[Na+].CS(C)=O. (4) Given the product [F:1][C:2]([F:7])([CH3:6])[C:3]([NH:17][C@@H:18]([CH3:52])[C@H:19]([O:20][C:21]1[CH:22]=[C:23]2[C:27](=[CH:28][CH:29]=1)[N:26]([C:30]1[CH:31]=[C:32]([C:33]([N:35]3[CH2:39][CH2:38][CH2:37][C@@H:36]3[C:40]([NH2:42])=[O:41])=[O:34])[CH:43]=[CH:44][CH:45]=1)[N:25]=[CH:24]2)[C:46]1[CH:51]=[CH:50][CH:49]=[CH:48][CH:47]=1)=[O:4], predict the reactants needed to synthesize it. The reactants are: [F:1][C:2]([F:7])([CH3:6])[C:3](O)=[O:4].C(N(C(C)C)C(C)C)C.[NH2:17][C@@H:18]([CH3:52])[C@@H:19]([C:46]1[CH:51]=[CH:50][CH:49]=[CH:48][CH:47]=1)[O:20][C:21]1[CH:22]=[C:23]2[C:27](=[CH:28][CH:29]=1)[N:26]([C:30]1[CH:31]=[C:32]([CH:43]=[CH:44][CH:45]=1)[C:33]([N:35]1[CH2:39][CH2:38][CH2:37][C@@H:36]1[C:40]([NH2:42])=[O:41])=[O:34])[N:25]=[CH:24]2. (5) Given the product [Cl:35][CH2:36][CH2:37][CH2:38][C:8]([C:5]1[CH:4]=[CH:3][C:2]([F:1])=[CH:7][CH:6]=1)([O:9][CH3:10])[C:42]([O:45][CH3:46])=[O:44], predict the reactants needed to synthesize it. The reactants are: [F:1][C:2]1[CH:7]=[CH:6][C:5]([CH2:8][O:9][CH2:10]C(OC)=O)=[CH:4][CH:3]=1.C([N-]C(C)C)(C)C.[Li+].C(NC(C)C)(C)C.C([Li])CCC.[Cl:35][CH2:36][CH2:37][CH2:38]I.[Cl-].[NH4+].[C:42]([O:45][CH2:46]C)(=[O:44])C. (6) Given the product [CH:69]12[O:72][CH:65]([CH2:71][CH2:70]1)[CH2:66][N:67]([C:2]1[CH:3]=[C:4]([CH:19]=[CH:20][C:21]=1[C:22]([F:25])([F:24])[F:23])[CH2:5][N:6]1[CH2:11][CH2:10][N:9]([C:12]([O:14][C:15]([CH3:18])([CH3:17])[CH3:16])=[O:13])[CH2:8][CH2:7]1)[CH2:68]2, predict the reactants needed to synthesize it. The reactants are: Br[C:2]1[CH:3]=[C:4]([CH:19]=[CH:20][C:21]=1[C:22]([F:25])([F:24])[F:23])[CH2:5][N:6]1[CH2:11][CH2:10][N:9]([C:12]([O:14][C:15]([CH3:18])([CH3:17])[CH3:16])=[O:13])[CH2:8][CH2:7]1.CC(OC1C=CC=C(OC(C)C)C=1C1C(P(C2CCCCC2)C2CCCCC2)=CC=CC=1)C.CC(C)([O-])C.[Na+].[CH:65]12[O:72][CH:69]([CH2:70][CH2:71]1)[CH2:68][NH:67][CH2:66]2. (7) Given the product [ClH:34].[NH2:8][C@@H:9]([C:28]1[CH:29]=[CH:30][CH:31]=[CH:32][CH:33]=1)[C:10]1[CH:11]=[C:12]([CH:25]=[CH:26][CH:27]=1)[O:13][CH2:14][C:15]1[CH:24]=[CH:23][C:18]([C:19]([O:21][CH3:22])=[O:20])=[CH:17][CH:16]=1, predict the reactants needed to synthesize it. The reactants are: C(OC([NH:8][CH:9]([C:28]1[CH:33]=[CH:32][CH:31]=[CH:30][CH:29]=1)[C:10]1[CH:11]=[C:12]([CH:25]=[CH:26][CH:27]=1)[O:13][CH2:14][C:15]1[CH:24]=[CH:23][C:18]([C:19]([O:21][CH3:22])=[O:20])=[CH:17][CH:16]=1)=O)(C)(C)C.[ClH:34].O1CCOCC1. (8) Given the product [Br:14][CH2:11][CH2:10][C:3]1[C:4]2[CH:9]=[CH:8][CH:7]=[CH:6][C:5]=2[O:1][CH:2]=1, predict the reactants needed to synthesize it. The reactants are: [O:1]1[C:5]2[CH:6]=[CH:7][CH:8]=[CH:9][C:4]=2[C:3]([CH2:10][CH2:11]O)=[CH:2]1.C(Br)(Br)(Br)[Br:14].C1(P(C2C=CC=CC=2)C2C=CC=CC=2)C=CC=CC=1. (9) Given the product [NH:48]1[C:5]2[C:6](=[CH:7][C:2]([CH2:1][NH:8][CH:36]([CH:38]3[CH2:39][CH2:40]3)[CH3:37])=[CH:3][CH:4]=2)[CH:42]=[CH:41]1, predict the reactants needed to synthesize it. The reactants are: [CH2:1]([N:8]([CH:36]([CH:38]1[CH2:40][CH2:39]1)[CH3:37])C(=O)CN1C(=O)[C@]2(C3C(=CC(NC(C4C=NOC=4C)=O)=CC=3)CC2)NC1=O)[C:2]1[CH:7]=[CH:6][CH:5]=[CH:4][CH:3]=1.[CH2:41]([NH2:48])[C:42]1C=CC=CC=1.[BH-](OC(C)=O)(OC(C)=O)OC(C)=O.[Na+]. (10) Given the product [CH2:21]([NH:20][C:16]1([CH2:15][NH:14][C:10]2[C:9]3[C:4](=[CH:5][CH:6]=[C:7]([CH3:13])[CH:8]=3)[N:3]=[C:2]([N:31]3[CH2:32][C:33]4[CH:38]=[CH:37][CH:36]=[CH:35][C:34]=4[S:28](=[O:39])[CH2:29][CH2:30]3)[N:11]=2)[CH2:19][O:18][CH2:17]1)[C:22]1[CH:27]=[CH:26][CH:25]=[CH:24][CH:23]=1, predict the reactants needed to synthesize it. The reactants are: Cl[C:2]1[N:11]=[C:10](Cl)[C:9]2[C:4](=[CH:5][CH:6]=[C:7]([CH3:13])[CH:8]=2)[N:3]=1.[NH2:14][CH2:15][C:16]1([NH:20][CH2:21][C:22]2[CH:27]=[CH:26][CH:25]=[CH:24][CH:23]=2)[CH2:19][O:18][CH2:17]1.[S:28]1(=[O:39])[C:34]2[CH:35]=[CH:36][CH:37]=[CH:38][C:33]=2[CH2:32][NH:31][CH2:30][CH2:29]1.